Dataset: Forward reaction prediction with 1.9M reactions from USPTO patents (1976-2016). Task: Predict the product of the given reaction. (1) Given the reactants F[C:2]1C([B-](C2C(F)=C(F)C(F)=C(F)C=2F)(C2C(F)=C(F)C(F)=C(F)C=2F)C2C(F)=C(F)C(F)=C(F)C=2F)=C(F)C(F)=C(F)C=1F.[Li+].CCOCC.[C:52]([C:56]1[CH:61]=[CH:60][CH:59]=[C:58]([C:62]([CH3:65])([CH3:64])C)N=1)([CH3:55])(C)C, predict the reaction product. The product is: [CH2:61]([C:60]12[CH2:64][CH:62]([CH2:58][CH2:59]1)[CH:65]=[CH:2]2)[CH2:56][CH2:52][CH3:55]. (2) The product is: [Br:1][C:2]1[CH:3]=[CH:4][C:5]([O:34][CH3:35])=[C:6]([N:8]2[C:17]3[C:12](=[CH:13][C:14]([S:18]([NH:41][C:38]4[CH:39]=[CH:40][O:36][N:37]=4)(=[O:20])=[O:19])=[CH:15][CH:16]=3)[CH:11]=[CH:10][C:9]2=[O:33])[CH:7]=1. Given the reactants [Br:1][C:2]1[CH:3]=[CH:4][C:5]([O:34][CH3:35])=[C:6]([N:8]2[C:17]3[C:12](=[CH:13][C:14]([S:18](OC4C(F)=C(F)C(F)=C(F)C=4F)(=[O:20])=[O:19])=[CH:15][CH:16]=3)[CH:11]=[CH:10][C:9]2=[O:33])[CH:7]=1.[O:36]1[CH:40]=[CH:39][C:38]([NH2:41])=[N:37]1.C[Si]([N-][Si](C)(C)C)(C)C.[Li+].Cl, predict the reaction product. (3) Given the reactants CN(/C=[N:5]/[S:6]([C:9]1[CH:14]=[CH:13][C:12]([N:15]2[C:19]([CH2:20][C:21]3[CH:26]=[CH:25][CH:24]=[C:23]([CH3:27])[CH:22]=3)=[N:18][C:17](/[CH:28]=[CH:29]/[C:30]3[CH:35]=[CH:34][CH:33]=[CH:32][N:31]=3)=[N:16]2)=[C:11]([F:36])[CH:10]=1)(=[O:8])=[O:7])C, predict the reaction product. The product is: [F:36][C:11]1[CH:10]=[C:9]([S:6]([NH2:5])(=[O:8])=[O:7])[CH:14]=[CH:13][C:12]=1[N:15]1[C:19]([CH2:20][C:21]2[CH:26]=[CH:25][CH:24]=[C:23]([CH3:27])[CH:22]=2)=[N:18][C:17]([CH2:28][CH2:29][C:30]2[CH:35]=[CH:34][CH:33]=[CH:32][N:31]=2)=[N:16]1. (4) Given the reactants [CH:1]12[CH2:12][CH2:11][CH:8]([CH:9]=[CH:10]1)[CH:7]1[CH:2]2[CH:3](O)[CH:4]=[CH:5][CH:6]1O.O=P(Cl)(Cl)Cl, predict the reaction product. The product is: [CH:8]12[CH2:11][CH2:12][CH:1]([CH:10]=[CH:9]1)[C:2]1[C:7]2=[CH:6][CH:5]=[CH:4][CH:3]=1. (5) Given the reactants C([O:5][C:6](=[O:39])[C@H:7]([NH:9][C:10]([C:12]1[CH:16]=[C:15]([O:17][CH2:18][C:19]([N:21]2[CH2:25][CH2:24][CH2:23][C@H:22]2[C:26](=[O:32])[NH:27][CH:28]2[CH2:31][CH2:30][CH2:29]2)=[O:20])[N:14]([C:33]2[CH:38]=[CH:37][CH:36]=[CH:35][CH:34]=2)[N:13]=1)=[O:11])[CH3:8])(C)(C)C.C(O)(C(F)(F)F)=O, predict the reaction product. The product is: [CH:28]1([NH:27][C:26]([C@@H:22]2[CH2:23][CH2:24][CH2:25][N:21]2[C:19](=[O:20])[CH2:18][O:17][C:15]2[N:14]([C:33]3[CH:38]=[CH:37][CH:36]=[CH:35][CH:34]=3)[N:13]=[C:12]([C:10]([NH:9][C@H:7]([CH3:8])[C:6]([OH:39])=[O:5])=[O:11])[CH:16]=2)=[O:32])[CH2:29][CH2:30][CH2:31]1. (6) Given the reactants [N+:1]([C:4]1[CH:5]=[C:6]([OH:10])[CH:7]=[CH:8][CH:9]=1)([O-:3])=[O:2].Br[C:12]([CH3:19])([CH3:18])[C:13]([O:15][CH2:16][CH3:17])=[O:14].C([O-])([O-])=O.[K+].[K+].[I-].[K+].C([O-])(O)=O.[Na+], predict the reaction product. The product is: [CH3:18][C:12]([O:10][C:6]1[CH:7]=[CH:8][CH:9]=[C:4]([N+:1]([O-:3])=[O:2])[CH:5]=1)([CH3:19])[C:13]([O:15][CH2:16][CH3:17])=[O:14].